The task is: Predict the reactants needed to synthesize the given product.. This data is from Full USPTO retrosynthesis dataset with 1.9M reactions from patents (1976-2016). (1) Given the product [F:24][C:23]([F:26])([F:25])[S:20]([O-:22])(=[O:21])=[O:19].[Cl:13][C:5]1[CH:6]=[CH:7][C:8]([N+:10]([CH3:16])([CH3:11])[CH3:12])=[CH:9][C:4]=1[C:3]([O:2][CH3:1])=[O:14], predict the reactants needed to synthesize it. The reactants are: [CH3:1][O:2][C:3](=[O:14])[C:4]1[CH:9]=[C:8]([N:10]([CH3:12])[CH3:11])[CH:7]=[CH:6][C:5]=1[Cl:13].Cl[CH2:16]Cl.C[O:19][S:20]([C:23]([F:26])([F:25])[F:24])(=[O:22])=[O:21]. (2) Given the product [Cl:1][C:2]1[CH:7]=[C:6]([C:8]2[CH:13]=[N:12][CH:11]=[C:10]([CH3:14])[N:9]=2)[CH:5]=[CH:4][C:3]=1[C:15]1[C:27](=[O:28])[N:26]([CH2:29][CH:30]2[CH2:31][CH2:32][N:33]([CH2:37][CH2:38][OH:39])[CH2:34][CH2:35]2)[C:18]2[N:19]=[C:20]([NH:23][CH2:24][CH3:25])[N:21]=[CH:22][C:17]=2[CH:16]=1, predict the reactants needed to synthesize it. The reactants are: [Cl:1][C:2]1[CH:7]=[C:6]([C:8]2[CH:13]=[N:12][CH:11]=[C:10]([CH3:14])[N:9]=2)[CH:5]=[CH:4][C:3]=1[C:15]1[C:27](=[O:28])[N:26]([CH2:29][CH:30]2[CH2:35][CH2:34][NH:33][CH2:32][CH2:31]2)[C:18]2[N:19]=[C:20]([NH:23][CH2:24][CH3:25])[N:21]=[CH:22][C:17]=2[CH:16]=1.Br[CH2:37][CH2:38][OH:39].C([O-])([O-])=O.[K+].[K+]. (3) Given the product [F:30][C:27]1[CH:26]=[CH:25][C:24]([N:21]2[C:16]3[CH:17]=[C:18]4[C@:13]([C:31]([C:33]5[CH:38]=[CH:37][CH:36]=[CH:35][N:34]=5)=[O:32])([CH2:14][C:15]=3[CH:23]=[N:22]2)[CH2:12][N:11]([S:8]([C:5]2[CH:6]=[N:7][C:2]([N:39]3[CH2:44][CH2:43][O:42][CH2:41][CH2:40]3)=[CH:3][CH:4]=2)(=[O:9])=[O:10])[CH2:20][CH2:19]4)=[CH:29][CH:28]=1, predict the reactants needed to synthesize it. The reactants are: Cl[C:2]1[N:7]=[CH:6][C:5]([S:8]([N:11]2[CH2:20][CH2:19][C:18]3[C@:13]([C:31]([C:33]4[CH:38]=[CH:37][CH:36]=[CH:35][N:34]=4)=[O:32])([CH2:14][C:15]4[CH:23]=[N:22][N:21]([C:24]5[CH:29]=[CH:28][C:27]([F:30])=[CH:26][CH:25]=5)[C:16]=4[CH:17]=3)[CH2:12]2)(=[O:10])=[O:9])=[CH:4][CH:3]=1.[NH:39]1[CH2:44][CH2:43][O:42][CH2:41][CH2:40]1.